Binary Classification. Given two protein amino acid sequences, predict whether they physically interact or not. From a dataset of Human Reference Interactome with 51,813 positive PPI pairs across 8,248 proteins, plus equal number of experimentally-validated negative pairs. (1) Protein 1 (ENSG00000124557) has sequence MAVFPSSGLPRCLLTLILLQLPKLDSAPFDVIGPPEPILAVVGEDAELPCRLSPNASAEHLELRWFRKKVSPAVLVHRDGREQEAEQMPEYRGRATLVQDGIAKGRVALRIRGVRVSDDGEYTCFFREDGSYEEALVHLKVAALGSDPHISMQVQENGEICLECTSVGWYPEPQVQWRTSKGEKFPSTSESRNPDEEGLFTVAASVIIRDTSAKNVSCYIQNLLLGQEKKVEISIPASSLPRLTPWIVAVAVILMVLGLLTIGSIFFTWRLYNERPRERRNEFSSKERLLEELKWKKATL.... Protein 2 (ENSG00000130150) has sequence MAENHAQNKAKLISETRRRFEAEYVTDKSDKYDARDVERLQQDDNWVESYLSWRHNIVDETLKMLDESFQWRKEISVNDLNESSIPRWLLEIGVIYLHGYDKEGNKLFWIRVKYHVKDQKTILDKKKLIAFWLERYAKRENGKPVTVMFDLSETGINSIDMDFVRFIINCFKVYYPKYLSKIVIFDMPWLMNAAFKIVKTWLGPEAVSLLKFTSKNEVQDYVSVEYLPPHMGGTDPFKYSYPPLVDDDFQTPLCENGPITSEDETSSKEDIESDGKETLETISNEEQTPLLKKINPTEST.... Result: 1 (the proteins interact). (2) Protein 2 (ENSG00000128585) has sequence MAAGGAVAAAPECRLLPYALHKWSSFSSTYLPENILVDKPNDQSSRWSSESNYPPQYLILKLERPAIVQNITFGKYEKTHVCNLKKFKVFGGMNEENMTELLSSGLKNDYNKETFTLKHKIDEQMFPCRFIKIVPLLSWGPSFNFSIWYVELSGIDDPDIVQPCLNWYSKYREQEAIRLCLKHFRQHNYTEAFESLQKKTKIALEHPMLTDIHDKLVLKGDFDACEELIEKAVNDGLFNQYISQQEYKPRWSQIIPKSTKGDGEDNRPGMRGGHQMVIDVQTETVYLFGGWDGTQDLADF.... Protein 1 (ENSG00000277224) has sequence MPEPAKSAPAPKKGSKKAVTKAQKKDGKKRKRSRKESYSVYVYKVLKQVHPDTGISSKAMGIMNSFVNDIFERIAGEASRLAHYNKRSTITSREIQTAVRLLLPGELAKHAVSEGTKAVTKYTSSK*. Result: 0 (the proteins do not interact). (3) Protein 1 (ENSG00000173273) has sequence MAASRRSQHHHHHHQQQLQPAPGASAPPPPPPPPLSPGLAPGTTPASPTASGLAPFASPRHGLALPEGDGSRDPPDRPRSPDPVDGTSCCSTTSTICTVAAAPVVPAVSTSSAAGVAPNPAGSGSNNSPSSSSSPTSSSSSSPSSPGSSLAESPEAAGVSSTAPLGPGAAGPGTGVPAVSGALRELLEACRNGDVSRVKRLVDAANVNAKDMAGRKSSPLHFAAGFGRKDVVEHLLQMGANVHARDDGGLIPLHNACSFGHAEVVSLLLCQGADPNARDNWNYTPLHEAAIKGKIDVCIV.... Protein 2 (ENSG00000105971) has sequence MGLETEKADVQLFMDDDSYSHHSGLEYADPEKFADSDQDRDPHRLNSHLKLGFEDVIAEPVTTHSFDKVWICSHALFEISKYVMYKFLTVFLAIPLAFIAGILFATLSCLHIWILMPFVKTCLMVLPSVQTIWKSVTDVIIAPLCTSVGRCFSSVSLQLSQD*MGLETEKADVQLFMDDDSYSHHSGLEYADPEKFADSDQDRDPHRLNSHLKDFNAFCKDLPNGSAFSADNMEECDRCYHCSIVYERRTMLLFCQPATEPGLNTWTPGLEIGIL*MGLETEKADVQLFMDDDSYSHHSG.... Result: 0 (the proteins do not interact). (4) Protein 1 (ENSG00000109771) has sequence MKLTSEKLPKNPFYASVSQYAAKNQKFFQWKKEKTDYTHANLVDKALQLLKERILKGDTLAYFLRGQLYFEEGWYEEALEQFEEIKEKDHQATYQLGVMYYDGLGTTLDAEKGVDYMKKILDSPCPKARHLKFAAAYNLGRAYYEGKGVKRSNEEAERLWLIAADNGNPKASVKAQSMLGLYYSTKEPKELEKAFYWHSEACGNGNLESQGALGLMYLYGQGIRQDTEAALQCLREAAERGNVYAQGNLVEYYYKMKFFTKCVAFSKRIADYDEVHDIPMIAQVTDCLPEFIGRGMAMAS.... Protein 2 (ENSG00000134594) has sequence MAQPILGHGSLQPASAAGLASLELDSSLDQYVQIRIFKIIVIGDSNVGKTCLTFRFCGGTFPDKTEATIGVDFREKTVEIEGEKIKVQVWDTAGQERFRKSMVEHYYRNVHAVVFVYDVTKMTSFTNLKMWIQECNGHAVPPLVPKVLVGNKCDLREQIQVPSNLALKFADAHNMLLFETSAKDPKESQNVESIFMCLACRLKAQKSLLYRDAERQQGKVQKLEFPQEANSKTSCPC*. Result: 1 (the proteins interact). (5) Protein 1 (ENSG00000109685) has sequence MEFSIKQSPLSVQSVVKCIKMKQAPEILGSANGKTPSCEVNRECSVFLSKAQLSSSLQEGVMQKFNGHDALPFIPADKLKDLTSRVFNGEPGAHDAKLRFESQEMKGIGTPPNTTPIKNGSPEIKLKITKTYMNGKPLFESSICGDSAADVSQSEENGQKPENKARRNRKRSIKYDSLLEQGLVEAALVSKISSPSDKKIPAKKESCPNTGRDKDHLLKYNVGDLVWSKVSGYPWWPCMVSADPLLHSYTKLKGQKKSARQYHVQFFGDAPERAWIFEKSLVAFEGEGQFEKLCQESAKQ.... Protein 2 (ENSG00000206052) has sequence MASNFNDIVKQGYVKIRSRKLGIFRRCWLVFKKASSKGPRRLEKFPDEKAAYFRNFHKVTELHNIKNITRLPRETKKHAVAIIFHDETSKTFACESELEAEEWCKHLCMECLGTRLNDISLGEPDLLAAGVQREQNERFNVYLMPTPNLDIYGECTMQITHENIYLWDIHNAKVKLVMWPLSSLRRYGRDSTWFTFESGRMCDTGEGLFTFQTREGEMIYQKVHSATLAIAEQHERLMLEMEQKARLQTSLTEPMTLSKSISLPRSAYWHHITRQNSVGEIYSLQGHGFGSSKMSRAQTF.... Result: 0 (the proteins do not interact). (6) Protein 1 (ENSG00000102753) has sequence MAENPSLENHRIKSFKNKGRDVETMRRHRNEVTVELRKNKRDEHLLKKRNVPQEESLEDSDVDADFKAQNVTLEAILQNATSDNPVVQLSAVQAARKLLSSDRNPPIDDLIKSGILPILVKCLERDDNPSLQFEAAWALTNIASGTSAQTQAVVQSNAVPLFLRLLRSPHQNVCEQAVWALGNIIGDGPQCRDYVISLGVVKPLLSFISPSIPITFLRNVTWVIVNLCRNKDPPPPMETVQEILPALCVLIYHTDINILVDTVWALSYLTDGGNEQIQMVIDSGVVPFLVPLLSHQEVKV.... Protein 2 (ENSG00000148965) has sequence MRLFTGIVFCSLVMGVTSESWRSFFKEALQGVGDMGRAYWDIMISNHQNSNRYLYARGNYDAAQRGPGGVWAAKLISRSRVYLQGLIDCYLFGNSSTVLEDSKSNEKAEEWGRSGKDPDRFRPDGLPKKY*. Result: 0 (the proteins do not interact). (7) Protein 1 (ENSG00000079337) has sequence MKVGWPGESCWQVGLAVEDSPALGAPRVGALPDVVPEGTLLNMVLRRMHRPRSCSYQLLLEHQRPSCIQGLRWTPLTNSEESLDFSESLEQASTERVLRAGRQLHRHLLATCPNLIRDRKYHLRLYRQCCSGRELVDGILALGLGVHSRSQVVGICQVLLDEGALCHVKHDWAFQDRDAQFYRFPGPEPEPVRTHEMEEELAEAVALLSQRGPDALLTVALRKPPGQRTDEELDLIFEELLHIKAVAHLSNSVKRELAAVLLFEPHSKAGTVLFSQGDKGTSWYIIWKGSVNVVTHGKGL.... Protein 2 (ENSG00000105329) has sequence MPPSGLRLLPLLLPLLWLLVLTPGRPAAGLSTCKTIDMELVKRKRIEAIRGQILSKLRLASPPSQGEVPPGPLPEAVLALYNSTRDRVAGESAEPEPEPEADYYAKEVTRVLMVETHNEIYDKFKQSTHSIYMFFNTSELREAVPEPVLLSRAELRLLRLKLKVEQHVELYQKYSNNSWRYLSNRLLAPSDSPEWLSFDVTGVVRQWLSRGGEIEGFRLSAHCSCDSRDNTLQVDINGFTTGRRGDLATIHGMNRPFLLLMATPLERAQHLQSSRHRRALDTNYCFSSTEKNCCVRQLYI.... Result: 1 (the proteins interact). (8) Protein 1 (ENSG00000170310) has sequence MAPDPWFSTYDSTCQIAQEIAEKIQQRNQYERKGEKAPKLTVTIRALLQNLKEKIALLKDLLLRAVSTHQITQLEGDRRQNLLDDLVTRERLLLASFKNEGAEPDLIRSSLMSEEAKRGAPNPWLFEEPEETRGLGFDEIRQQQQKIIQEQDAGLDALSSIISRQKQMGQEIGNELDEQNEIIDDLANLVENTDEKLRNETRRVNMVDRKSASCGMIMVILLLLVAIVVVAVWPTN*MAPDPWFSTYDSTCQIAQEIAEKIQQRNQYERKGEKAPKVQPDE*MAPDPWFSTYDSTCQIAQ.... Protein 2 (ENSG00000175595) has sequence MESGQPARRIAMAPLLEYERQLVLELLDTDGLVVCARGLGADRLLYHFLQLHCHPACLVLVLNTQPAEEEYFINQLKIEGVEHLPRRVTNEITSNSRYEVYTQGGVIFATSRILVVDFLTDRIPSDLITGILVYRAHRIIESCQEAFILRLFRQKNKRGFIKAFTDNAVAFDTGFCHVERVMRNLFVRKLYLWPRFHVAVNSFLEQHKPEVVEIHVSMTPTMLAIQTAILDILNACLKELKCHNPSLEVEDLSLENAIGKPFDKTIRHYLDPLWHQLGAKTKSLVQDLKILRTLLQYLSQ.... Result: 0 (the proteins do not interact). (9) Protein 1 (ENSG00000183785) has sequence MIDLEPTVVDEVRAGTYRQLFHPEQLITGKEDAANNYARGHYTVGKESIDLVLDRIRKLTDACSGLQGFLIFHSFGGGTGSGFTSLLMERLSLDYGKKSKLEFAIYPAPQVSTAVVEPYNSILTTHTTLEHSDCAFMVDNEAIYDICRRNLDIERPTYTNLNRLISQIVSSITASLRFDGALNVDLTEFQTNLVPYPRIHFPLVTYAPIISAEKAYHEQLSVAEITSSCFEPNSQMVKCDPRHGKYMACCMLYRGDVVPKDVNVAIAAIKTKRTIQFVDWCPTGFKVGINYQPPTVVPGG.... Protein 2 (ENSG00000113141) has sequence MPERDSEPFSNPLAPDGHDVDDPHSFHQSKLTNEDFRKLLMTPRAAPTSAPPSKSRHHEMPREYNEDEDPAARRRKKKSYYAKLRQQEIERERELAEKYRDRAKERRDGVNKDYEETELISTTANYRAVGPTAEADKSAAEKRRQLIQESKFLGGDMEHTHLVKGLDFALLQKVRAEIASKEKEEEELMEKPQKETKKDEDPENKIEFKTRLGRNVYRMLFKSKAYERNELFLPGRMAYVVDLDDEYADTDIPTTLIRSKADCPTMEAQTTLTTNDIVISKLTQILSYLRQGTRNKKLKK.... Result: 0 (the proteins do not interact). (10) Protein 1 (ENSG00000084070) has sequence MIFKGPRWASWNIGVFICIRCAGIHRNLGVHISRVKSVNLDQWTQEQIQCMQEMGNGKANRLYEAYLPETFRRPQIDPAVEGFIRDKYEKKKYMDRSLDINAFRKEKDDKWKRGSEPVPEKKLEPVVFEKVKMPQKKEDPQLPRKSSPKSTAPVMDLLGLDAPVACSIANSKTSNTLEKDLDLLASVPSPSSSGSRKVVGSMPTAGSAGSVPENLNLFPEPGSKSEEIGKKQLSKDSILSLYGSQTPQMPTQAMFMAPAQMAYPTAYPSFPGVTPPNSIMGSMMPPPVGMVAQPGASGMV.... Protein 2 (ENSG00000081307) has sequence MALKRMGIVSDYEKIRTFAVAIVGVGGVGSVTAEMLTRCGIGKLLLFDYDKVELANMNRLFFQPHQAGLSKVQAAEHTLRNINPDVLFEVHNYNITTVENFQHFMDRISNGGLEEGKPVDLVLSCVDNFEARMTINTACNELGQTWMESGVSENAVSGHIQLIIPGESACFACAPPLVVAANIDEKTLKREGVCAASLPTTMGVVAGILVQNVLKFLLNFGTVSFYLGYNAMQDFFPTMSMKPNPQCDDRNCRKQQEEYKKKVAALPKQEVIQEEEEIIHEDNEWGIELVSEVSEEELKN.... Result: 0 (the proteins do not interact).